Dataset: Forward reaction prediction with 1.9M reactions from USPTO patents (1976-2016). Task: Predict the product of the given reaction. (1) Given the reactants [CH2:1]([N:8]1[CH2:13][CH2:12][NH:11][CH2:10][C@@H:9]1[CH3:14])[C:2]1[CH:7]=[CH:6][CH:5]=[CH:4][CH:3]=1.ClCCl.O=[C:19]1[CH2:24][CH2:23][N:22]([C:25]([O:27][C:28]([CH3:31])([CH3:30])[CH3:29])=[O:26])[CH2:21][CH2:20]1.[C-:32]#[N:33].C([Al+]CC)C, predict the reaction product. The product is: [CH2:1]([N:8]1[CH2:13][CH2:12][N:11]([C:19]2([C:32]#[N:33])[CH2:24][CH2:23][N:22]([C:25]([O:27][C:28]([CH3:31])([CH3:30])[CH3:29])=[O:26])[CH2:21][CH2:20]2)[CH2:10][C@@H:9]1[CH3:14])[C:2]1[CH:7]=[CH:6][CH:5]=[CH:4][CH:3]=1. (2) Given the reactants [C:1]([O:5][C:6](=[O:23])[CH2:7][C:8]1[CH:13]=[CH:12][C:11]([CH3:14])=[CH:10][C:9]=1[O:15]CC1C=CC=CC=1)([CH3:4])([CH3:3])[CH3:2].[H][H], predict the reaction product. The product is: [C:1]([O:5][C:6](=[O:23])[CH2:7][C:8]1[CH:13]=[CH:12][C:11]([CH3:14])=[CH:10][C:9]=1[OH:15])([CH3:4])([CH3:2])[CH3:3].